From a dataset of Catalyst prediction with 721,799 reactions and 888 catalyst types from USPTO. Predict which catalyst facilitates the given reaction. (1) Reactant: [CH3:1][C:2]1[C:6]([C:7]2[CH:8]=[CH:9][C:10]3[N:11]([C:13]([C:16](=[O:31])[NH:17][C:18]4[CH:23]=[C:22]([C:24]5[N:28]=[C:27]([CH3:29])[O:26][N:25]=5)[CH:21]=[CH:20][C:19]=4[CH3:30])=[CH:14][N:15]=3)[CH:12]=2)=[C:5]([CH3:32])[N:4]([CH2:33][C:34](O)=[O:35])[N:3]=1.[CH:37]([N:40](CC)C(C)C)(C)C.CN(C(ON1N=NC2C=CC=NC1=2)=[N+](C)C)C.F[P-](F)(F)(F)(F)F.CN.C1COCC1. Product: [CH3:1][C:2]1[C:6]([C:7]2[CH:8]=[CH:9][C:10]3[N:11]([C:13]([C:16]([NH:17][C:18]4[CH:23]=[C:22]([C:24]5[N:28]=[C:27]([CH3:29])[O:26][N:25]=5)[CH:21]=[CH:20][C:19]=4[CH3:30])=[O:31])=[CH:14][N:15]=3)[CH:12]=2)=[C:5]([CH3:32])[N:4]([CH2:33][C:34]([NH:40][CH3:37])=[O:35])[N:3]=1. The catalyst class is: 9. (2) Reactant: [NH:1]1[CH2:4][CH:3]([C:5]([OH:7])=[O:6])[CH2:2]1.C(O)(=O)C.[CH:12]([C:14]1[CH:19]=[CH:18][C:17]([NH:20][C:21](=[O:30])[O:22][CH2:23][C:24]2[CH:29]=[CH:28][CH:27]=[CH:26][CH:25]=2)=[CH:16][CH:15]=1)=O.C([BH3-])#N. Product: [CH2:23]([O:22][C:21]([NH:20][C:17]1[CH:16]=[CH:15][C:14]([CH2:12][N:1]2[CH2:4][CH:3]([C:5]([OH:7])=[O:6])[CH2:2]2)=[CH:19][CH:18]=1)=[O:30])[C:24]1[CH:25]=[CH:26][CH:27]=[CH:28][CH:29]=1. The catalyst class is: 5. (3) Reactant: [O:1]1[C:5]2[CH:6]=[CH:7][C:8]([C:10]3[N:14]([CH3:15])[C:13]([CH:16]=O)=[N:12][CH:11]=3)=[CH:9][C:4]=2[O:3][CH2:2]1.[CH3:18][NH2:19]. Product: [O:1]1[C:5]2[CH:6]=[CH:7][C:8]([C:10]3[N:14]([CH3:15])[C:13](/[CH:16]=[N:19]/[CH3:18])=[N:12][CH:11]=3)=[CH:9][C:4]=2[O:3][CH2:2]1. The catalyst class is: 8.